The task is: Predict which catalyst facilitates the given reaction.. This data is from Catalyst prediction with 721,799 reactions and 888 catalyst types from USPTO. (1) Reactant: Cl[C:2]1[CH:7]=[CH:6][C:5]([I:8])=[CH:4][N:3]=1.[O:9]([C:16]1[CH:21]=[CH:20][CH:19]=[CH:18][C:17]=1[CH2:22][OH:23])[C:10]1[CH:15]=[CH:14][CH:13]=[CH:12][CH:11]=1. Product: [I:8][C:5]1[CH:6]=[CH:7][C:2]([O:23][CH2:22][C:17]2[CH:18]=[CH:19][CH:20]=[CH:21][C:16]=2[O:9][C:10]2[CH:15]=[CH:14][CH:13]=[CH:12][CH:11]=2)=[N:3][CH:4]=1. The catalyst class is: 44. (2) Product: [CH2:32]([NH:34][C:23](=[O:24])[C:22]1[CH:26]=[CH:27][C:19]([N:16]2[CH2:15][CH2:14][N:13]([CH2:12][C:9]3[CH:10]=[N:11][C:5]4[N:4]5[CH2:28][CH2:29][CH2:30][CH2:31][C@H:3]5[C:2](=[O:1])[NH:7][C:6]=4[CH:8]=3)[CH2:18][CH2:17]2)=[N:20][CH:21]=1)[CH3:33]. Reactant: [O:1]=[C:2]1[NH:7][C:6]2[CH:8]=[C:9]([CH2:12][N:13]3[CH2:18][CH2:17][N:16]([C:19]4[CH:27]=[CH:26][C:22]([C:23](O)=[O:24])=[CH:21][N:20]=4)[CH2:15][CH2:14]3)[CH:10]=[N:11][C:5]=2[N:4]2[CH2:28][CH2:29][CH2:30][CH2:31][C@@H:3]12.[CH2:32]([N:34](C(C)C)C(C)C)[CH3:33].Cl.C(N)C. The catalyst class is: 3. (3) Reactant: [C:1]1(=[O:7])[O:6][C:4](=[O:5])[CH2:3][CH2:2]1.[CH3:8][O:9][C:10]1[CH:57]=[CH:56][C:13]([CH2:14][O:15][C@@H:16]2[C@@H:23]([CH2:24][OH:25])[O:22][C@H:19]([O:20][CH3:21])[C@H:18]([O:26][CH2:27][CH2:28][CH2:29][CH2:30][CH2:31][CH2:32][CH2:33][CH2:34][CH2:35][CH2:36][CH2:37][CH2:38][CH2:39][CH3:40])[C@H:17]2[O:41][CH2:42][CH2:43][CH2:44][CH2:45][CH2:46][CH2:47][CH2:48][CH2:49][CH2:50][CH2:51][CH2:52][CH2:53][CH2:54][CH3:55])=[CH:12][CH:11]=1. Product: [C:4]([CH2:3][CH2:2][C:1]([O:25][CH2:24][C@H:23]1[O:22][C@H:19]([O:20][CH3:21])[C@H:18]([O:26][CH2:27][CH2:28][CH2:29][CH2:30][CH2:31][CH2:32][CH2:33][CH2:34][CH2:35][CH2:36][CH2:37][CH2:38][CH2:39][CH3:40])[C@@H:17]([O:41][CH2:42][CH2:43][CH2:44][CH2:45][CH2:46][CH2:47][CH2:48][CH2:49][CH2:50][CH2:51][CH2:52][CH2:53][CH2:54][CH3:55])[C@@H:16]1[O:15][CH2:14][C:13]1[CH:12]=[CH:11][C:10]([O:9][CH3:8])=[CH:57][CH:56]=1)=[O:7])([OH:6])=[O:5]. The catalyst class is: 377. (4) Reactant: Br[C:2]1[C:3]([O:11][CH2:12][C:13]([F:16])([F:15])[F:14])=[N:4][CH:5]=[C:6]([N+:8]([O-:10])=[O:9])[CH:7]=1.[C:17]1(B2OC(C)(C)C(C)(C)O2)[CH2:21][CH2:20][CH2:19][CH:18]=1.C([O-])([O-])=O.[K+].[K+].O. Product: [C:17]1([C:2]2[C:3]([O:11][CH2:12][C:13]([F:16])([F:15])[F:14])=[N:4][CH:5]=[C:6]([N+:8]([O-:10])=[O:9])[CH:7]=2)[CH2:21][CH2:20][CH2:19][CH:18]=1. The catalyst class is: 3. (5) Reactant: [Si:1]([O:8][C:9]1[CH:14]=[C:13]([CH3:15])[C:12]([C:16]2[N:17]=[C:18]3[CH:23]=[CH:22][CH:21]=[C:20]([O:24][CH2:25][CH2:26][OH:27])[N:19]3[C:28]=2[NH:29][C:30]2[CH:39]=[CH:38][C:33]3[O:34][CH2:35][CH2:36][O:37][C:32]=3[CH:31]=2)=[C:11]([CH3:40])[CH:10]=1)([C:4]([CH3:7])([CH3:6])[CH3:5])([CH3:3])[CH3:2].[S:41](Cl)([C:44]1[CH:50]=[CH:49][C:47]([CH3:48])=[CH:46][CH:45]=1)(=[O:43])=[O:42]. Product: [CH3:48][C:47]1[CH:49]=[CH:50][C:44]([S:41]([O:27][CH2:26][CH2:25][O:24][C:20]2[N:19]3[C:28]([NH:29][C:30]4[CH:39]=[CH:38][C:33]5[O:34][CH2:35][CH2:36][O:37][C:32]=5[CH:31]=4)=[C:16]([C:12]4[C:11]([CH3:40])=[CH:10][C:9]([O:8][Si:1]([C:4]([CH3:5])([CH3:6])[CH3:7])([CH3:2])[CH3:3])=[CH:14][C:13]=4[CH3:15])[N:17]=[C:18]3[CH:23]=[CH:22][CH:21]=2)(=[O:43])=[O:42])=[CH:45][CH:46]=1. The catalyst class is: 2. (6) Reactant: [CH2:1]([N:3]([CH2:5][C:6]1[N:11]=[C:10]([C:12]([F:15])([F:14])[F:13])[N:9]=[C:8]([C:16]([OH:18])=O)[CH:7]=1)[CH3:4])[CH3:2].C(N(CC)CC)C.F[P-](F)(F)(F)(F)F.C[N+](C)=C(N(C)C)ON1C2N=CC=CC=2N=N1.[NH:50]1[CH2:55][CH2:54][CH:53]([N:56]2[CH2:59][C:58]([CH2:82][C:83]#[N:84])([N:60]3[CH:64]=[C:63]([C:65]4[C:66]5[CH:73]=[CH:72][N:71](COCC[Si](C)(C)C)[C:67]=5[N:68]=[CH:69][N:70]=4)[CH:62]=[N:61]3)[CH2:57]2)[CH2:52][CH2:51]1. Product: [CH2:1]([N:3]([CH2:5][C:6]1[N:11]=[C:10]([C:12]([F:13])([F:14])[F:15])[N:9]=[C:8]([C:16]([N:50]2[CH2:51][CH2:52][CH:53]([N:56]3[CH2:57][C:58]([CH2:82][C:83]#[N:84])([N:60]4[CH:64]=[C:63]([C:65]5[C:66]6[CH:73]=[CH:72][NH:71][C:67]=6[N:68]=[CH:69][N:70]=5)[CH:62]=[N:61]4)[CH2:59]3)[CH2:54][CH2:55]2)=[O:18])[CH:7]=1)[CH3:4])[CH3:2]. The catalyst class is: 7.